From a dataset of Full USPTO retrosynthesis dataset with 1.9M reactions from patents (1976-2016). Predict the reactants needed to synthesize the given product. (1) Given the product [F:1][C:2]1([F:14])[C:10]2[C:5](=[CH:6][CH:7]=[CH:8][CH:9]=2)[CH:4]([OH:11])[C:3]1([CH3:12])[CH3:13], predict the reactants needed to synthesize it. The reactants are: [F:1][C:2]1([F:14])[C:10]2[C:5](=[CH:6][CH:7]=[CH:8][CH:9]=2)[C:4](=[O:11])[C:3]1([CH3:13])[CH3:12].[BH4-].[Na+]. (2) The reactants are: [C:1]1(=O)[CH2:5][CH2:4][CH2:3][CH2:2]1.[NH2:7][CH:8]1[CH2:11][N:10]([C:12]([C:14]2[CH:15]=[C:16]([CH:29]=[CH:30][C:31]=2[F:32])[CH2:17][C:18]2[C:27]3[C:22](=[CH:23][CH:24]=[CH:25][CH:26]=3)[C:21](=[O:28])[NH:20][N:19]=2)=[O:13])[CH2:9]1.C(O)(=O)C.C[Si]([C:41]#[N:42])(C)C. Given the product [F:32][C:31]1[CH:30]=[CH:29][C:16]([CH2:17][C:18]2[C:27]3[C:22](=[CH:23][CH:24]=[CH:25][CH:26]=3)[C:21](=[O:28])[NH:20][N:19]=2)=[CH:15][C:14]=1[C:12]([N:10]1[CH2:9][CH:8]([NH:7][C:1]2([C:41]#[N:42])[CH2:5][CH2:4][CH2:3][CH2:2]2)[CH2:11]1)=[O:13], predict the reactants needed to synthesize it. (3) The reactants are: Br[CH2:2][C:3]([O:5]C(C)(C)C)=[O:4].[NH:10]1[CH2:14][CH2:13][CH2:12][CH2:11]1.[ClH:15]. Given the product [ClH:15].[N:10]1([CH2:2][C:3]([OH:5])=[O:4])[CH2:14][CH2:13][CH2:12][CH2:11]1, predict the reactants needed to synthesize it. (4) The reactants are: [NH2:1][C@H:2]1[CH2:7][CH2:6][N:5]([C:8]2[O:9][C:10]([CH:20]([CH3:22])[CH3:21])=[C:11]([C:13]([O:15][CH2:16][CH2:17][CH2:18][CH3:19])=[O:14])[N:12]=2)[CH2:4][C@H:3]1[O:23][CH3:24].[Cl:25][C:26]1[N:27]=[C:28]([C:33](O)=[O:34])[NH:29][C:30]=1[CH2:31][CH3:32].CCN=C=NCCCN(C)C.Cl.C1C=CC2N(O)N=NC=2C=1. Given the product [Cl:25][C:26]1[N:27]=[C:28]([C:33]([NH:1][C@H:2]2[CH2:7][CH2:6][N:5]([C:8]3[O:9][C:10]([CH:20]([CH3:21])[CH3:22])=[C:11]([C:13]([O:15][CH2:16][CH2:17][CH2:18][CH3:19])=[O:14])[N:12]=3)[CH2:4][C@H:3]2[O:23][CH3:24])=[O:34])[NH:29][C:30]=1[CH2:31][CH3:32], predict the reactants needed to synthesize it. (5) Given the product [CH3:1][C:2]1[O:6][N:5]=[C:4]([NH:7][C:8](=[O:19])[O:9][C:10]2[CH:11]=[CH:12][C:13]([N+:16]([O-:18])=[O:17])=[CH:14][CH:15]=2)[CH:3]=1, predict the reactants needed to synthesize it. The reactants are: [CH3:1][C:2]1[O:6][N:5]=[C:4]([NH2:7])[CH:3]=1.[C:8](Cl)(=[O:19])[O:9][C:10]1[CH:15]=[CH:14][C:13]([N+:16]([O-:18])=[O:17])=[CH:12][CH:11]=1. (6) Given the product [CH3:16][N:14]1[CH:15]=[C:11]([C:4]2[N:3]=[C:2]([C:23]3[CH:24]=[CH:25][NH:21][CH:22]=3)[N:7]3[CH:8]=[CH:9][N:10]=[C:6]3[CH:5]=2)[CH:12]=[N:13]1, predict the reactants needed to synthesize it. The reactants are: Cl[C:2]1[N:7]2[CH:8]=[CH:9][N:10]=[C:6]2[CH:5]=[C:4]([C:11]2[CH:12]=[N:13][N:14]([CH3:16])[CH:15]=2)[N:3]=1.C([Si](C(C)C)(C(C)C)[N:21]1[CH:25]=[CH:24][C:23](B(O)O)=[CH:22]1)(C)C.P([O-])([O-])([O-])=O.[K+].[K+].[K+].